This data is from Reaction yield outcomes from USPTO patents with 853,638 reactions. The task is: Predict the reaction yield, written as a fraction of the theoretical maximum amount of product (1.0 means a 100% yield; for example, 0.34 means a 34% yield). (1) The reactants are [CH3:1][O:2][C:3]1[CH:8]=[CH:7][C:6]([NH:9][C:10](=[O:18])[C:11]2[CH:16]=[CH:15][CH:14]=[CH:13][C:12]=2[NH2:17])=[CH:5][CH:4]=1.[CH:19]1[C:28]2[C:23](=[CH:24][CH:25]=[CH:26][CH:27]=2)[CH:22]=[C:21]2[C:29]([O:31][C:32](=O)[C:20]=12)=[O:30]. The catalyst is O1CCCC1. The product is [CH3:1][O:2][C:3]1[CH:4]=[CH:5][C:6]([NH:9][C:10](=[O:18])[C:11]2[CH:16]=[CH:15][CH:14]=[CH:13][C:12]=2[N:17]2[C:32](=[O:31])[C:20]3[CH:19]=[C:28]4[CH:27]=[CH:26][CH:25]=[CH:24][C:23]4=[CH:22][C:21]=3[C:29]2=[O:30])=[CH:7][CH:8]=1. The yield is 0.550. (2) The reactants are [Cl:1][C:2]1[C:3]([N+:17]([O-:19])=[O:18])=[CH:4][C:5]2[O:10][CH2:9][C:8](=[O:11])[N:7]([CH2:12][CH2:13][CH2:14]Cl)[C:6]=2[CH:16]=1.C([O-])([O-])=O.[K+].[K+].[Na+].[I-].[CH2:28]([CH:32]1[CH2:37][CH2:36][NH:35][CH2:34][CH2:33]1)[CH2:29][CH2:30][CH3:31]. The catalyst is CCCCCCC.CCOC(C)=O. The product is [CH2:28]([CH:32]1[CH2:37][CH2:36][N:35]([CH2:14][CH2:13][CH2:12][N:7]2[C:6]3[CH:16]=[C:2]([Cl:1])[C:3]([N+:17]([O-:19])=[O:18])=[CH:4][C:5]=3[O:10][CH2:9][C:8]2=[O:11])[CH2:34][CH2:33]1)[CH2:29][CH2:30][CH3:31]. The yield is 0.420. (3) The reactants are Cl.FC1C=C(C=CC=1)CN1C=C(C2C3C(=NC=C(C4C=CC(C5CCNCC5)=CC=4)C=3)N(S(C3C=CC(C)=CC=3)(=O)=O)C=2)C=N1.[F:46][C:47]1[CH:48]=[C:49]([CH:92]=[CH:93][CH:94]=1)[CH2:50][N:51]1[C:55]([CH3:56])=[C:54]([C:57]2[C:65]3[C:60](=[N:61][CH:62]=[C:63]([C:66]4[CH:71]=[CH:70][C:69]([N:72]5[CH2:77][CH2:76][N:75]([CH2:78][C@@H:79]([OH:81])[CH3:80])[CH2:74][CH2:73]5)=[CH:68][CH:67]=4)[CH:64]=3)[N:59](S(C3C=CC(C)=CC=3)(=O)=O)[CH:58]=2)[CH:53]=[N:52]1.[OH-].[Li+]. The catalyst is C1COCC1.CO.O. The product is [F:46][C:47]1[CH:48]=[C:49]([CH:92]=[CH:93][CH:94]=1)[CH2:50][N:51]1[C:55]([CH3:56])=[C:54]([C:57]2[C:65]3[C:60](=[N:61][CH:62]=[C:63]([C:66]4[CH:67]=[CH:68][C:69]([N:72]5[CH2:77][CH2:76][N:75]([CH2:78][C@@H:79]([OH:81])[CH3:80])[CH2:74][CH2:73]5)=[CH:70][CH:71]=4)[CH:64]=3)[NH:59][CH:58]=2)[CH:53]=[N:52]1. The yield is 0.0640. (4) The reactants are [CH2:1]([O:3][CH:4]([O:14][CH2:15][CH3:16])[CH2:5][NH:6][CH2:7][C:8]1[CH:13]=[CH:12][N:11]=[CH:10][CH:9]=1)[CH3:2].[CH:17]1[C:29]2[CH:28]([CH2:30][O:31][C:32]([NH:34][C@@H:35]([CH2:39][C:40]3[CH:45]=[CH:44][C:43]([O:46][C:47]([CH3:50])([CH3:49])[CH3:48])=[CH:42][CH:41]=3)[C:36](O)=[O:37])=[O:33])[C:27]3[C:22](=[CH:23][CH:24]=[CH:25][CH:26]=3)[C:21]=2[CH:20]=[CH:19][CH:18]=1. No catalyst specified. The product is [C:47]([O:46][C:43]1[CH:42]=[CH:41][C:40]([CH2:39][C@H:35]([NH:34][C:32](=[O:33])[O:31][CH2:30][CH:28]2[C:29]3[CH:17]=[CH:18][CH:19]=[CH:20][C:21]=3[C:22]3[C:27]2=[CH:26][CH:25]=[CH:24][CH:23]=3)[C:36]([N:6]([CH2:5][CH:4]([O:3][CH2:1][CH3:2])[O:14][CH2:15][CH3:16])[CH2:7][C:8]2[CH:13]=[CH:12][N:11]=[CH:10][CH:9]=2)=[O:37])=[CH:45][CH:44]=1)([CH3:50])([CH3:48])[CH3:49]. The yield is 0.760. (5) The reactants are [CH2:1]([O:4][C:5](=[O:27])[CH2:6][O:7][C:8]1[CH:13]=[CH:12][C:11]([NH2:14])=[CH:10][C:9]=1[C:15](=[O:26])[NH:16][CH2:17][C:18]1[CH:23]=[CH:22][C:21]([Br:24])=[CH:20][C:19]=1[F:25])[CH:2]=[CH2:3].N1C=CC=CC=1.[C:34](OC(=O)C)(=[O:36])[CH3:35].C(OCC)(=O)C. The catalyst is O1CCCC1. The product is [CH2:1]([O:4][C:5](=[O:27])[CH2:6][O:7][C:8]1[CH:13]=[CH:12][C:11]([NH:14][C:34](=[O:36])[CH3:35])=[CH:10][C:9]=1[C:15](=[O:26])[NH:16][CH2:17][C:18]1[CH:23]=[CH:22][C:21]([Br:24])=[CH:20][C:19]=1[F:25])[CH:2]=[CH2:3]. The yield is 0.870. (6) The reactants are Cl[CH2:2][C:3]1[N:12]([C:13]2[CH:18]=[CH:17][CH:16]=[CH:15][C:14]=2[Cl:19])[C:11](=[O:20])[C:10]2[C:5](=[CH:6][C:7]([O:23][CH3:24])=[C:8]([O:21][CH3:22])[CH:9]=2)[N:4]=1.O.[SH:26][C:27]1[N:35]=[CH:34][N:33]=[C:32]2[C:28]=1[NH:29][CH:30]=[N:31]2.C([O-])([O-])=O.[K+].[K+]. The catalyst is CN(C=O)C. The product is [Cl:19][C:14]1[CH:15]=[CH:16][CH:17]=[CH:18][C:13]=1[N:12]1[C:11](=[O:20])[C:10]2[C:5](=[CH:6][C:7]([O:23][CH3:24])=[C:8]([O:21][CH3:22])[CH:9]=2)[N:4]=[C:3]1[CH2:2][S:26][C:27]1[N:35]=[CH:34][N:33]=[C:32]2[C:28]=1[N:29]=[CH:30][NH:31]2. The yield is 0.650. (7) The reactants are [Cl:1][C:2]1[C:10]2[C:5](=[C:6]([Cl:24])[CH:7]=[C:8]([CH2:13][C@@H:14]([CH2:19][C:20]([O:22][CH3:23])=[O:21])[C:15]([O:17]C)=O)[C:9]=2[CH2:11]O)[NH:4][N:3]=1.S(Cl)(Cl)=O.[NH2:29][CH2:30][CH2:31][N:32]1[CH2:37][CH2:36][CH2:35][CH2:34][CH2:33]1.C(=O)([O-])[O-].[K+].[K+].C(O)(=O)C. The catalyst is C(#N)C. The product is [Cl:1][C:2]1[C:10]2[C:9]3[CH2:11][N:29]([CH2:30][CH2:31][N:32]4[CH2:37][CH2:36][CH2:35][CH2:34][CH2:33]4)[C:15](=[O:17])[C@H:14]([CH2:19][C:20]([O:22][CH3:23])=[O:21])[CH2:13][C:8]=3[CH:7]=[C:6]([Cl:24])[C:5]=2[NH:4][N:3]=1. The yield is 0.510. (8) The yield is 0.730. The product is [N:1]1([C:6]2[CH:7]=[CH:8][C:9]([CH3:25])=[C:10]([CH:24]=2)[C:11]([C:13]2[C:14]([CH3:23])=[CH:15][C:16]([C:17]([O:19][CH3:30])=[O:18])=[CH:20][C:21]=2[CH3:22])=[O:12])[CH:5]=[CH:4][N:3]=[CH:2]1. The reactants are [N:1]1([C:6]2[CH:7]=[CH:8][C:9]([CH3:25])=[C:10]([CH:24]=2)[C:11]([C:13]2[C:21]([CH3:22])=[CH:20][C:16]([C:17]([OH:19])=[O:18])=[CH:15][C:14]=2[CH3:23])=[O:12])[CH:5]=[CH:4][N:3]=[CH:2]1.S(Cl)(Cl)=O.[CH3:30]O. No catalyst specified.